This data is from Drug-target binding data from BindingDB using IC50 measurements. The task is: Regression. Given a target protein amino acid sequence and a drug SMILES string, predict the binding affinity score between them. We predict pIC50 (pIC50 = -log10(IC50 in M); higher means more potent). Dataset: bindingdb_ic50. (1) The small molecule is CCn1sc(=O)n(-c2ccc([N+](=O)[O-])cc2)c1=O. The pIC50 is 5.1. The target is XTSFAESXKPVQQPSAFGS. (2) The drug is C[C@@H](NC(=O)Nc1cccc(-c2nnnn2C)c1)[C@@H](O)CN1CCC[C@@H](Cc2ccc(F)cc2)C1. The target protein (Q9BDS8) has sequence MTTSLDTVETFGPTSYDDDMGLLCEKADVGALIAQFVPPLYSLVFMVGLLGNVVVVMILIKYRRLRIMTNIYLLNLAISDLLFLFTLPFWIHYVRERNWVFSHGMCKVLSGFYHTGLYSEIFFIILLTIDRYLAIVHAVFALRARTVTFGVVTSIVTWGLAVLAALPEFIFYGTEELFPETLCSAIYPQDTVYSWRHFHTLRMTILCLALPLLVMAICYTGIIKTLLRCPSKKKYKAIRLIFVIMAVFFIFWTPYNVAILISTYQSILFGPDCERSKHLDLFVLVTEVIAYSHCWVNPVIYAFVGERFRKYLRHFFHRHVLMHPGKYIPFLPSEKLERTSSVSPSTAEPELSIVF. The pIC50 is 9.6.